Task: Predict the reactants needed to synthesize the given product.. Dataset: Full USPTO retrosynthesis dataset with 1.9M reactions from patents (1976-2016) Given the product [F:1][C:2]1[CH:32]=[CH:31][C:5]([C:6](=[N:33][OH:34])[C:8]2[CH:30]=[CH:29][C:11]([O:12][CH2:13][C:14]#[C:15][C:16]3[CH:21]=[CH:20][C:19]([CH2:22][C@H:23]([O:27][CH3:28])[C:24]([OH:26])=[O:25])=[CH:18][CH:17]=3)=[CH:10][CH:9]=2)=[CH:4][CH:3]=1, predict the reactants needed to synthesize it. The reactants are: [F:1][C:2]1[CH:32]=[CH:31][C:5]([C:6]([C:8]2[CH:30]=[CH:29][C:11]([O:12][CH2:13][C:14]#[C:15][C:16]3[CH:21]=[CH:20][C:19]([CH2:22][C@H:23]([O:27][CH3:28])[C:24]([OH:26])=[O:25])=[CH:18][CH:17]=3)=[CH:10][CH:9]=2)=O)=[CH:4][CH:3]=1.[NH2:33][OH:34].N1C=CC=CC=1.